From a dataset of Forward reaction prediction with 1.9M reactions from USPTO patents (1976-2016). Predict the product of the given reaction. (1) Given the reactants [C:1]([NH:9][NH:10][C:11](=O)[C:12]1[CH:17]=[CH:16][CH:15]=[CH:14][C:13]=1[N+:18]([O-:20])=[O:19])(=O)[C:2]1[CH:7]=[CH:6][CH:5]=[CH:4][CH:3]=1.P12(SP3(SP(SP(S3)(S1)=S)(=S)S2)=S)=[S:23].C([O-])(O)=O.[Na+].C(OCC)(=O)C, predict the reaction product. The product is: [N+:18]([C:13]1[CH:14]=[CH:15][CH:16]=[CH:17][C:12]=1[C:11]1[S:23][C:1]([C:2]2[CH:7]=[CH:6][CH:5]=[CH:4][CH:3]=2)=[N:9][N:10]=1)([O-:20])=[O:19]. (2) Given the reactants [NH2:1][C:2]1[C:3]([N:21]2[CH2:26][CH2:25][N:24]([C:27]3[CH:32]=[C:31]([CH3:33])[CH:30]=[CH:29][C:28]=3[CH3:34])[CH2:23][CH2:22]2)=[CH:4][C:5]([Cl:20])=[C:6]([CH:19]=1)[C:7]([NH:9][CH2:10][CH2:11][CH2:12][N:13]1[CH2:17][CH2:16][CH2:15][C:14]1=[O:18])=[O:8].CN(C)C=O.CN(C(ON1N=NC2C=CC=NC1=2)=[N+](C)C)C.F[P-](F)(F)(F)(F)F.C(N(CC)C(C)C)(C)C.[CH:73]1([C:76]2[O:77][CH:78]=[C:79]([C:81](O)=[O:82])[N:80]=2)[CH2:75][CH2:74]1, predict the reaction product. The product is: [Cl:20][C:5]1[C:6]([C:7](=[O:8])[NH:9][CH2:10][CH2:11][CH2:12][N:13]2[CH2:17][CH2:16][CH2:15][C:14]2=[O:18])=[CH:19][C:2]([NH:1][C:81]([C:79]2[N:80]=[C:76]([CH:73]3[CH2:75][CH2:74]3)[O:77][CH:78]=2)=[O:82])=[C:3]([N:21]2[CH2:22][CH2:23][N:24]([C:27]3[CH:32]=[C:31]([CH3:33])[CH:30]=[CH:29][C:28]=3[CH3:34])[CH2:25][CH2:26]2)[CH:4]=1. (3) The product is: [F:1][C:2]1[C:3](=[O:34])[N:4]([CH3:39])[CH:5]=[C:6]([C:19]([N:21]2[CH2:22][CH2:23][CH:24]([C:27]3[CH:28]=[CH:29][C:30]([F:33])=[CH:31][CH:32]=3)[CH2:25][CH2:26]2)=[O:20])[C:7]=1[NH:8][C:9]1[CH:17]=[C:16]2[C:12]([CH:13]=[N:14][N:15]2[CH3:18])=[CH:11][CH:10]=1. Given the reactants [F:1][C:2]1[C:3](=[O:34])[NH:4][CH:5]=[C:6]([C:19]([N:21]2[CH2:26][CH2:25][CH:24]([C:27]3[CH:32]=[CH:31][C:30]([F:33])=[CH:29][CH:28]=3)[CH2:23][CH2:22]2)=[O:20])[C:7]=1[NH:8][C:9]1[CH:17]=[C:16]2[C:12]([CH:13]=[N:14][N:15]2[CH3:18])=[CH:11][CH:10]=1.S(OC)(O[CH3:39])(=O)=O.C(=O)([O-])[O-].[Cs+].[Cs+], predict the reaction product. (4) Given the reactants [CH2:1]([O:8][C:9]1[CH:18]=[C:17]2[C:12]([C:13](Cl)=[N:14][CH:15]=[N:16]2)=[CH:11][C:10]=1[O:20][CH3:21])[C:2]1[CH:7]=[CH:6][CH:5]=[CH:4][CH:3]=1.C(=O)([O-])[O-].[K+].[K+].[Cl:28][C:29]1[CH:34]=[CH:33][C:32]([OH:35])=[C:31]([F:36])[CH:30]=1.O, predict the reaction product. The product is: [CH2:1]([O:8][C:9]1[CH:18]=[C:17]2[C:12]([C:13]([O:35][C:32]3[CH:33]=[CH:34][C:29]([Cl:28])=[CH:30][C:31]=3[F:36])=[N:14][CH:15]=[N:16]2)=[CH:11][C:10]=1[O:20][CH3:21])[C:2]1[CH:7]=[CH:6][CH:5]=[CH:4][CH:3]=1. (5) Given the reactants [CH3:1][O:2][CH2:3][C:4]([NH:6][C:7]1[CH:12]=[C:11]([O:13][C:14]2[CH:19]=[CH:18][C:17]([N+:20]([O-])=O)=[CH:16][CH:15]=2)[CH:10]=[CH:9][N:8]=1)=[O:5].[H][H], predict the reaction product. The product is: [NH2:20][C:17]1[CH:16]=[CH:15][C:14]([O:13][C:11]2[CH:10]=[CH:9][N:8]=[C:7]([NH:6][C:4](=[O:5])[CH2:3][O:2][CH3:1])[CH:12]=2)=[CH:19][CH:18]=1. (6) Given the reactants [NH2:1][C:2]1[C:7]([CH2:8][OH:9])=[CH:6][CH:5]=[CH:4][C:3]=1[CH2:10][OH:11].[H-].[Na+].[CH3:14][C:15]([Si:18](Cl)([CH3:20])[CH3:19])([CH3:17])[CH3:16], predict the reaction product. The product is: [Si:18]([O:11][CH2:10][C:3]1[CH:4]=[CH:5][CH:6]=[C:7]([CH2:8][O:9][Si:18]([C:15]([CH3:17])([CH3:16])[CH3:14])([CH3:20])[CH3:19])[C:2]=1[NH2:1])([C:15]([CH3:17])([CH3:16])[CH3:14])([CH3:20])[CH3:19]. (7) Given the reactants C[N:2]([CH3:18])/[CH:3]=[CH:4]/[C:5]([C:7]1[CH:12]=[CH:11][CH:10]=[C:9]([C:13]2[CH:17]=[CH:16][NH:15][N:14]=2)[CH:8]=1)=O.N[C:20]1[NH:24][N:23]=C[C:21]=1[C:25]([C:27]1[S:28][CH:29]=[CH:30][CH:31]=1)=[O:26], predict the reaction product. The product is: [NH:15]1[CH:16]=[CH:17][C:13]([C:9]2[CH:8]=[C:7]([C:5]3[N:23]4[N:24]=[CH:20][C:21]([C:25]([C:27]5[S:28][CH:29]=[CH:30][CH:31]=5)=[O:26])=[C:18]4[N:2]=[CH:3][CH:4]=3)[CH:12]=[CH:11][CH:10]=2)=[N:14]1.